This data is from Full USPTO retrosynthesis dataset with 1.9M reactions from patents (1976-2016). The task is: Predict the reactants needed to synthesize the given product. (1) Given the product [CH3:24][P:22]([C:25]1[N:30]=[C:29]([O:31][CH3:32])[C:28]([NH:33][C:2]2[N:7]=[C:6]([NH:8][C:9]3[CH:14]=[CH:13][CH:12]=[CH:11][C:10]=3[S:15]([CH:18]([CH3:20])[CH3:19])(=[O:17])=[O:16])[CH:5]=[CH:4][N:3]=2)=[CH:27][CH:26]=1)([CH3:21])=[O:23], predict the reactants needed to synthesize it. The reactants are: Cl[C:2]1[N:7]=[C:6]([NH:8][C:9]2[CH:14]=[CH:13][CH:12]=[CH:11][C:10]=2[S:15]([CH:18]([CH3:20])[CH3:19])(=[O:17])=[O:16])[CH:5]=[CH:4][N:3]=1.[CH3:21][P:22]([C:25]1[N:30]=[C:29]([O:31][CH3:32])[C:28]([NH2:33])=[CH:27][CH:26]=1)([CH3:24])=[O:23]. (2) Given the product [C:1]([C:3]1[C:4]2[N:5]([C:9]([C:14]3[CH:15]=[C:16]([CH:17]=[CH:18][CH:19]=3)[O:20][C:22]3[CH:23]=[C:24]([S:28]([N:31]([CH2:41][C:42]4[CH:47]=[CH:46][C:45]([O:48][CH3:49])=[CH:44][CH:43]=4)[CH2:32][C:33]4[CH:38]=[CH:37][C:36]([O:39][CH3:40])=[CH:35][CH:34]=4)(=[O:30])=[O:29])[CH:25]=[CH:26][CH:27]=3)=[C:10]([CH2:12][CH3:13])[N:11]=2)[CH:6]=[CH:7][CH:8]=1)#[N:2], predict the reactants needed to synthesize it. The reactants are: [C:1]([C:3]1[C:4]2[N:5]([C:9]([C:14]3[CH:15]=[C:16]([OH:20])[CH:17]=[CH:18][CH:19]=3)=[C:10]([CH2:12][CH3:13])[N:11]=2)[CH:6]=[CH:7][CH:8]=1)#[N:2].Br[C:22]1[CH:23]=[C:24]([S:28]([N:31]([CH2:41][C:42]2[CH:47]=[CH:46][C:45]([O:48][CH3:49])=[CH:44][CH:43]=2)[CH2:32][C:33]2[CH:38]=[CH:37][C:36]([O:39][CH3:40])=[CH:35][CH:34]=2)(=[O:30])=[O:29])[CH:25]=[CH:26][CH:27]=1. (3) Given the product [Cl:34][C:27]1[CH:28]=[N+:29]([O-:33])[CH:30]=[C:31]([Cl:32])[C:26]=1[CH2:25][C@@H:24]([C:35]1[CH:40]=[CH:39][C:38]([O:41][CH:42]([F:43])[F:44])=[C:37]([O:45][CH2:46][CH:47]2[CH2:49][CH2:48]2)[CH:36]=1)[O:23][C:21](=[O:22])[CH2:20][NH:19][C:17](=[O:18])[C:16]1[CH:50]=[CH:51][C:13]([NH:8][S:9]([CH3:12])(=[O:11])=[O:10])=[C:14]([O:52][CH2:53][CH:54]2[CH2:55][CH2:56]2)[CH:15]=1, predict the reactants needed to synthesize it. The reactants are: C(OC([N:8]([C:13]1[CH:51]=[CH:50][C:16]([C:17]([NH:19][CH2:20][C:21]([O:23][C@H:24]([C:35]2[CH:40]=[CH:39][C:38]([O:41][CH:42]([F:44])[F:43])=[C:37]([O:45][CH2:46][CH:47]3[CH2:49][CH2:48]3)[CH:36]=2)[CH2:25][C:26]2[C:31]([Cl:32])=[CH:30][N+:29]([O-:33])=[CH:28][C:27]=2[Cl:34])=[O:22])=[O:18])=[CH:15][C:14]=1[O:52][CH2:53][CH:54]1[CH2:56][CH2:55]1)[S:9]([CH3:12])(=[O:11])=[O:10])=O)(C)(C)C. (4) Given the product [CH3:16][C:14]1[CH:13]=[CH:12][N:11]=[C:10]([NH:9][C:4]2[CH:3]=[C:2]([B:17]3[O:21][C:20]([CH3:23])([CH3:22])[C:19]([CH3:25])([CH3:24])[O:18]3)[CH:7]=[C:6]([CH3:8])[CH:5]=2)[N:15]=1, predict the reactants needed to synthesize it. The reactants are: Br[C:2]1[CH:3]=[C:4]([NH:9][C:10]2[N:15]=[C:14]([CH3:16])[CH:13]=[CH:12][N:11]=2)[CH:5]=[C:6]([CH3:8])[CH:7]=1.[B:17]1([B:17]2[O:21][C:20]([CH3:23])([CH3:22])[C:19]([CH3:25])([CH3:24])[O:18]2)[O:21][C:20]([CH3:23])([CH3:22])[C:19]([CH3:25])([CH3:24])[O:18]1.C([O-])(=O)C.[K+].CS(C)=O. (5) Given the product [CH3:24][O:23][C:21]([C:4]1[N:5]([C:15]2[CH:16]=[CH:17][CH:18]=[CH:19][CH:20]=2)[C:6]2[C:11]([C:12](=[O:13])[C:3]=1[CH2:2][N:25]=[N+:26]=[N-:27])=[CH:10][CH:9]=[C:8]([Cl:14])[CH:7]=2)=[O:22], predict the reactants needed to synthesize it. The reactants are: Br[CH2:2][C:3]1[C:12](=[O:13])[C:11]2[C:6](=[CH:7][C:8]([Cl:14])=[CH:9][CH:10]=2)[N:5]([C:15]2[CH:20]=[CH:19][CH:18]=[CH:17][CH:16]=2)[C:4]=1[C:21]([O:23][CH3:24])=[O:22].[N-:25]=[N+:26]=[N-:27].[Na+]. (6) Given the product [CH2:1]([N:4]1[C:12]2[C:7](=[CH:8][CH:9]=[C:10]([Br:13])[CH:11]=2)[C:6]([C:16](=[O:17])[C:15]([F:26])([F:25])[F:14])=[CH:5]1)[CH:2]=[CH2:3], predict the reactants needed to synthesize it. The reactants are: [CH2:1]([N:4]1[C:12]2[C:7](=[CH:8][CH:9]=[C:10]([Br:13])[CH:11]=2)[CH:6]=[CH:5]1)[CH:2]=[CH2:3].[F:14][C:15]([F:26])([F:25])[C:16](O[C:16](=[O:17])[C:15]([F:26])([F:25])[F:14])=[O:17]. (7) Given the product [NH:28]1[CH2:29][CH:26]([CH2:25][C:23]2[O:22][N:21]=[C:20]([C:15]3[CH:16]=[CH:17][C:18]([CH3:19])=[C:13]([NH:12][C:10]([C:3]4[N:4]5[CH:9]=[CH:8][CH:7]=[CH:6][C:5]5=[N:1][CH:2]=4)=[O:11])[CH:14]=3)[N:24]=2)[CH2:27]1, predict the reactants needed to synthesize it. The reactants are: [N:1]1[CH:2]=[C:3]([C:10]([NH:12][C:13]2[CH:14]=[C:15]([C:20]3[N:24]=[C:23]([CH2:25][CH:26]4[CH2:29][N:28](C(OC(C)(C)C)=O)[CH2:27]4)[O:22][N:21]=3)[CH:16]=[CH:17][C:18]=2[CH3:19])=[O:11])[N:4]2[CH:9]=[CH:8][CH:7]=[CH:6][C:5]=12.